Task: Predict the reactants needed to synthesize the given product.. Dataset: Full USPTO retrosynthesis dataset with 1.9M reactions from patents (1976-2016) (1) Given the product [C:30]([O:29][CH2:28][C:9]1[N:8]([CH2:1][C:2]2[CH:3]=[CH:4][CH:5]=[CH:6][CH:7]=2)[C:16]2[C:11]([CH:10]=1)=[CH:12][C:13]([C:17]1[CH:22]=[CH:21][C:20]([O:23][C:24]([F:27])([F:25])[F:26])=[CH:19][CH:18]=1)=[CH:14][CH:15]=2)(=[O:32])[CH3:31], predict the reactants needed to synthesize it. The reactants are: [CH2:1]([N:8]1[C:16]2[C:11](=[CH:12][C:13]([C:17]3[CH:22]=[CH:21][C:20]([O:23][C:24]([F:27])([F:26])[F:25])=[CH:19][CH:18]=3)=[CH:14][CH:15]=2)[CH:10]=[C:9]1[CH2:28][OH:29])[C:2]1[CH:7]=[CH:6][CH:5]=[CH:4][CH:3]=1.[C:30](Cl)(=[O:32])[CH3:31]. (2) Given the product [Cl:1][C:2]1[CH:3]=[C:4]([CH:9]=[C:10]([O:14][C:15]([F:16])([F:17])[F:18])[C:11]=1[O:12][CH3:13])[C:5]([OH:7])=[O:6], predict the reactants needed to synthesize it. The reactants are: [Cl:1][C:2]1[CH:3]=[C:4]([CH:9]=[C:10]([O:14][C:15]([F:18])([F:17])[F:16])[C:11]=1[O:12][CH3:13])[C:5]([O:7]C)=[O:6].O.[OH-].[Li+]. (3) Given the product [NH2:8][C:9]1[N:14]=[C:13]([CH3:15])[N:12]=[C:11]([C:16]2[N:20]3[CH:21]=[C:22]([F:25])[CH:23]=[CH:24][C:19]3=[N:18][C:17]=2[NH:26][C:27]2[CH:28]=[N:29][C:30]([O:33][CH3:34])=[CH:31][CH:32]=2)[N:10]=1, predict the reactants needed to synthesize it. The reactants are: COC1C=CC(C[N:8](CC2C=CC(OC)=CC=2)[C:9]2[N:14]=[C:13]([CH3:15])[N:12]=[C:11]([C:16]3[N:20]4[CH:21]=[C:22]([F:25])[CH:23]=[CH:24][C:19]4=[N:18][C:17]=3[NH:26][C:27]3[CH:28]=[N:29][C:30]([O:33][CH3:34])=[CH:31][CH:32]=3)[N:10]=2)=CC=1.OS(C(F)(F)F)(=O)=O. (4) Given the product [CH3:38][N:39]1[CH2:44][CH2:43][N:42]([C:2]2[CH:7]=[C:6]([C:8]3[CH:37]=[CH:36][C:11]4[N:12]([C:15]5[S:19][C:18]([C:20]([NH2:22])=[O:21])=[C:17]([O:23][C@@H:24]([C:26]6[CH:31]=[CH:30][CH:29]=[CH:28][C:27]=6[C:32]([F:33])([F:35])[F:34])[CH3:25])[CH:16]=5)[CH:13]=[N:14][C:10]=4[CH:9]=3)[CH:5]=[CH:4][N:3]=2)[CH2:41][CH2:40]1, predict the reactants needed to synthesize it. The reactants are: F[C:2]1[CH:7]=[C:6]([C:8]2[CH:37]=[CH:36][C:11]3[N:12]([C:15]4[S:19][C:18]([C:20]([NH2:22])=[O:21])=[C:17]([O:23][C@@H:24]([C:26]5[CH:31]=[CH:30][CH:29]=[CH:28][C:27]=5[C:32]([F:35])([F:34])[F:33])[CH3:25])[CH:16]=4)[CH:13]=[N:14][C:10]=3[CH:9]=2)[CH:5]=[CH:4][N:3]=1.[CH3:38][N:39]1[CH2:44][CH2:43][NH:42][CH2:41][CH2:40]1.C(O)C. (5) Given the product [Cl:32][C:29]1[CH:28]=[CH:27][C:26]([S:23]([CH:14]([C:15]2[CH:20]=[C:19]([F:21])[CH:18]=[CH:17][C:16]=2[F:22])[CH:13]([OH:33])[CH2:12][CH2:11][CH2:10][CH2:9][OH:8])(=[O:25])=[O:24])=[CH:31][CH:30]=1, predict the reactants needed to synthesize it. The reactants are: [Si]([O:8][CH2:9][CH2:10][CH2:11][CH2:12][CH:13]([OH:33])[CH:14]([S:23]([C:26]1[CH:31]=[CH:30][C:29]([Cl:32])=[CH:28][CH:27]=1)(=[O:25])=[O:24])[C:15]1[CH:20]=[C:19]([F:21])[CH:18]=[CH:17][C:16]=1[F:22])(C(C)(C)C)(C)C.N1C=CC=CC=1.F.C(OCC)(=O)C.CCCCCC. (6) The reactants are: [Br:1][C:2]1[CH:6]=[C:5]([C:7](O)([CH3:9])[CH3:8])[N:4]([CH3:11])[N:3]=1.S(=O)(=O)(O)O.[OH-:17].[Na+].[C:19](#[N:21])[CH3:20]. Given the product [Br:1][C:2]1[CH:6]=[C:5]([C:7]([NH:21][C:19](=[O:17])[CH3:20])([CH3:9])[CH3:8])[N:4]([CH3:11])[N:3]=1, predict the reactants needed to synthesize it.